This data is from HIV replication inhibition screening data with 41,000+ compounds from the AIDS Antiviral Screen. The task is: Binary Classification. Given a drug SMILES string, predict its activity (active/inactive) in a high-throughput screening assay against a specified biological target. (1) The molecule is C=C1C(=O)OC2C1C(OC(=O)C(C)=CC)C(OC(C)=O)C(C)(O)C1C(OC(C)=O)C=C(C)C21. The result is 0 (inactive). (2) The molecule is CC1=C(C)CC2(SC1)C(=O)c1ccccc1C2=O. The result is 0 (inactive). (3) The drug is CCc1cccc(CC)c1NC(=O)C(=O)Cc1nc2ccccc2o1. The result is 0 (inactive).